Dataset: Reaction yield outcomes from USPTO patents with 853,638 reactions. Task: Predict the reaction yield, written as a fraction of the theoretical maximum amount of product (1.0 means a 100% yield; for example, 0.34 means a 34% yield). The reactants are N[C@@H:2]([C:7]1[CH:12]=[CH:11][CH:10]=[CH:9][CH:8]=1)[C:3]([O:5][CH3:6])=[O:4].[BrH:13].N([O-])=O.[Na+]. The catalyst is O. The product is [Br:13][C@H:2]([C:7]1[CH:12]=[CH:11][CH:10]=[CH:9][CH:8]=1)[C:3]([O:5][CH3:6])=[O:4]. The yield is 0.400.